The task is: Predict which catalyst facilitates the given reaction.. This data is from Catalyst prediction with 721,799 reactions and 888 catalyst types from USPTO. (1) Reactant: [CH2:1]([C:3]1[CH:4]=[C:5]([OH:9])[CH:6]=[CH:7][CH:8]=1)[CH3:2].C(Cl)Cl.CO.[Br-:15].[Br-].[Br-].C([N+](CCCC)(CCCC)CCCC)CCC.C([N+](CCCC)(CCCC)CCCC)CCC.C([N+](CCCC)(CCCC)CCCC)CCC. Product: [Br:15][C:8]1[CH:7]=[CH:6][C:5]([OH:9])=[CH:4][C:3]=1[CH2:1][CH3:2]. The catalyst class is: 13. (2) Reactant: [F:1][C:2]1[CH:10]=[CH:9][C:8]([N+:11]([O-:13])=[O:12])=[CH:7][C:3]=1[C:4]([OH:6])=[O:5].Cl[Si](C)(C)[CH3:16].CCCCCCC. Product: [CH3:16][O:5][C:4](=[O:6])[C:3]1[CH:7]=[C:8]([N+:11]([O-:13])=[O:12])[CH:9]=[CH:10][C:2]=1[F:1]. The catalyst class is: 5. (3) Reactant: [CH3:1][Mg]Br.[C:4]([O:8][C:9]([N:11]1[CH2:16][CH2:15][N:14]([C:17]([O:19][C:20]([CH3:23])([CH3:22])[CH3:21])=[O:18])[CH2:13][CH:12]1[CH2:24][CH:25]=[O:26])=[O:10])([CH3:7])([CH3:6])[CH3:5]. Product: [C:4]([O:8][C:9]([N:11]1[CH2:16][CH2:15][N:14]([C:17]([O:19][C:20]([CH3:23])([CH3:22])[CH3:21])=[O:18])[CH2:13][C@@H:12]1[CH2:24][C@@H:25]([OH:26])[CH3:1])=[O:10])([CH3:7])([CH3:6])[CH3:5].[C:4]([O:8][C:9]([N:11]1[CH2:16][CH2:15][N:14]([C:17]([O:19][C:20]([CH3:23])([CH3:22])[CH3:21])=[O:18])[CH2:13][C@@H:12]1[CH2:24][C@H:25]([OH:26])[CH3:1])=[O:10])([CH3:7])([CH3:6])[CH3:5]. The catalyst class is: 627. (4) Reactant: [CH3:1][S:2](Cl)(=[O:4])=[O:3].[CH3:6][C:7]1[O:11][N:10]=[C:9]([C:12]2[N:16]3[N:17]=[C:18]([O:25][CH2:26][C:27]4[N:32]=[CH:31][C:30]([CH2:33][CH2:34][OH:35])=[CH:29][CH:28]=4)[C:19]4[C:24]([C:15]3=[N:14][N:13]=2)=[CH:23][CH:22]=[CH:21][CH:20]=4)[CH:8]=1.CCN(CC)CC. Product: [CH3:6][C:7]1[O:11][N:10]=[C:9]([C:12]2[N:16]3[N:17]=[C:18]([O:25][CH2:26][C:27]4[N:32]=[CH:31][C:30]([CH2:33][CH2:34][O:35][S:2]([CH3:1])(=[O:4])=[O:3])=[CH:29][CH:28]=4)[C:19]4[C:24]([C:15]3=[N:14][N:13]=2)=[CH:23][CH:22]=[CH:21][CH:20]=4)[CH:8]=1. The catalyst class is: 2.